This data is from Forward reaction prediction with 1.9M reactions from USPTO patents (1976-2016). The task is: Predict the product of the given reaction. Given the reactants [OH:1][CH2:2][CH2:3][O:4][CH2:5][CH2:6][O:7][CH2:8][CH2:9][O:10][CH2:11][CH2:12][C:13]([O:15][C:16]([CH3:19])([CH3:18])[CH3:17])=[O:14].C(N(CC)CC)C.[S:27](Cl)([C:30]1[CH:36]=[CH:35][C:33]([CH3:34])=[CH:32][CH:31]=1)(=[O:29])=[O:28], predict the reaction product. The product is: [CH3:34][C:33]1[CH:35]=[CH:36][C:30]([S:27]([O:1][CH2:2][CH2:3][O:4][CH2:5][CH2:6][O:7][CH2:8][CH2:9][O:10][CH2:11][CH2:12][C:13]([O:15][C:16]([CH3:19])([CH3:18])[CH3:17])=[O:14])(=[O:29])=[O:28])=[CH:31][CH:32]=1.